From a dataset of Forward reaction prediction with 1.9M reactions from USPTO patents (1976-2016). Predict the product of the given reaction. (1) Given the reactants C(OC1C=CC(C(Cl)=O)=CC=1)C.[CH3:13][O:14][C:15]1[CH:16]=[C:17]2[C:22](=[CH:23][C:24]=1[O:25][CH3:26])[N:21]=[CH:20][CH:19]=[C:18]2[O:27][C:28]1[CH:34]=[CH:33][C:31]([NH2:32])=[CH:30][C:29]=1[F:35].[CH2:36]([O:38][C:39]1[CH:44]=[CH:43][C:42]([C:45]([N:47]=[C:48]=[S:49])=[O:46])=[CH:41][CH:40]=1)[CH3:37], predict the reaction product. The product is: [CH2:36]([O:38][C:39]1[CH:44]=[CH:43][C:42]([C:45]([N:47]=[C:48]=[S:49])=[O:46])=[CH:41][CH:40]=1)[CH3:37].[CH3:13][O:14][C:15]1[CH:16]=[C:17]2[C:22](=[CH:23][C:24]=1[O:25][CH3:26])[N:21]=[CH:20][CH:19]=[C:18]2[O:27][C:28]1[CH:34]=[CH:33][C:31]([NH:32][C:48]([NH:47][C:45](=[O:46])[C:42]2[CH:43]=[CH:44][C:39]([O:38][CH2:36][CH3:37])=[CH:40][CH:41]=2)=[S:49])=[CH:30][C:29]=1[F:35]. (2) The product is: [CH:10]1([C:15]2[C:20]([C:21]([NH:55][CH:56]3[CH:63]4[CH2:64][C:59]5([C:66]([O:68][CH3:69])=[O:67])[CH2:60][CH:61]([CH2:65][CH:57]3[CH2:58]5)[CH2:62]4)=[O:23])=[CH:19][N:18]=[C:17]([NH:24][C@H:25]3[CH2:29][CH2:28][O:27][CH2:26]3)[N:16]=2)[CH2:11][CH2:12][CH2:13][CH2:14]1. Given the reactants CCN(C(C)C)C(C)C.[CH:10]1([C:15]2[C:20]([C:21]([OH:23])=O)=[CH:19][N:18]=[C:17]([NH:24][C@H:25]3[CH2:29][CH2:28][O:27][CH2:26]3)[N:16]=2)[CH2:14][CH2:13][CH2:12][CH2:11]1.CN(C(ON1N=NC2C=CC=NC1=2)=[N+](C)C)C.F[P-](F)(F)(F)(F)F.Cl.[NH2:55][CH:56]1[CH:63]2[CH2:64][C:59]3([C:66]([O:68][CH3:69])=[O:67])[CH2:60][CH:61]([CH2:65][CH:57]1[CH2:58]3)[CH2:62]2, predict the reaction product. (3) Given the reactants [Cl:1][C:2]1[CH:7]=[CH:6][C:5]([O:8][CH:9]([CH3:11])[CH3:10])=[CH:4][C:3]=1[C:12]1[N:13]=[CH:14][C:15]([NH2:18])=[N:16][CH:17]=1.[CH3:19][C:20]1[C:25]([C:26](O)=[O:27])=[CH:24][N:23]=[CH:22][CH:21]=1.CCCP(=O)=O, predict the reaction product. The product is: [Cl:1][C:2]1[CH:7]=[CH:6][C:5]([O:8][CH:9]([CH3:11])[CH3:10])=[CH:4][C:3]=1[C:12]1[N:13]=[CH:14][C:15]([NH:18][C:26](=[O:27])[C:25]2[C:20]([CH3:19])=[CH:21][CH:22]=[N:23][CH:24]=2)=[N:16][CH:17]=1. (4) Given the reactants C[O:2][C:3]1[CH:11]=[C:10]2[C:6]([CH:7]=[N:8][NH:9]2)=[CH:5][C:4]=1[N+:12]([O-:14])=[O:13].ClCCl.[Cl-].[Cl-].[Cl-].[Al+3].O, predict the reaction product. The product is: [N+:12]([C:4]1[CH:5]=[C:6]2[C:10](=[CH:11][C:3]=1[OH:2])[NH:9][N:8]=[CH:7]2)([O-:14])=[O:13]. (5) Given the reactants Br[C:2]1[C:7]([C:8]([F:11])([F:10])[F:9])=[CH:6][C:5]([NH:12][C:13]2[N:17]=[C:16]([NH2:18])[NH:15][N:14]=2)=[CH:4][C:3]=1[Cl:19].CN1C(C)(C)CC(SC2C=CC(B3OC(C)(C)C(C)(C)O3)=CC=2)CC1(C)C.[C:47]([NH:51][S:52]([C:55]1[CH:60]=[CH:59][C:58](B2OC(C)(C)C(C)(C)O2)=[CH:57][C:56]=1[O:70][CH3:71])(=[O:54])=[O:53])([CH3:50])([CH3:49])[CH3:48].C([O-])([O-])=O.[K+].[K+], predict the reaction product. The product is: [NH2:18][C:16]1[NH:15][N:14]=[C:13]([NH:12][C:5]2[CH:6]=[C:7]([C:8]([F:11])([F:10])[F:9])[C:2]([C:58]3[CH:59]=[CH:60][C:55]([S:52]([NH:51][C:47]([CH3:48])([CH3:49])[CH3:50])(=[O:54])=[O:53])=[C:56]([O:70][CH3:71])[CH:57]=3)=[C:3]([Cl:19])[CH:4]=2)[N:17]=1. (6) Given the reactants [NH2:1][CH:2]1[CH2:7][CH2:6][N:5]([C:8]([O:10][C:11]([CH3:14])([CH3:13])[CH3:12])=[O:9])[CH2:4][CH:3]1[F:15].F[C:17]1[CH:22]=[CH:21][C:20]([N+:23]([O-:25])=[O:24])=[CH:19][CH:18]=1, predict the reaction product. The product is: [F:15][CH:3]1[CH:2]([NH:1][C:17]2[CH:22]=[CH:21][C:20]([N+:23]([O-:25])=[O:24])=[CH:19][CH:18]=2)[CH2:7][CH2:6][N:5]([C:8]([O:10][C:11]([CH3:12])([CH3:14])[CH3:13])=[O:9])[CH2:4]1. (7) Given the reactants [Cl:1][C:2]1[CH:7]=[CH:6][C:5]([C:8]2([OH:23])[C:13]3([CH2:15][CH2:14]3)[CH2:12][N:11](C(OC(C)(C)C)=O)[CH2:10][CH2:9]2)=[CH:4][CH:3]=1.Cl, predict the reaction product. The product is: [Cl:1][C:2]1[CH:7]=[CH:6][C:5]([C:8]2([OH:23])[C:13]3([CH2:15][CH2:14]3)[CH2:12][NH:11][CH2:10][CH2:9]2)=[CH:4][CH:3]=1. (8) Given the reactants [Cl:1][CH2:2][C:3](Cl)=[O:4].[CH2:6]([NH2:12])[CH:7]1[O:11][CH2:10][CH2:9][CH2:8]1.CN(C)C, predict the reaction product. The product is: [Cl:1][CH2:2][C:3]([NH:12][CH2:6][CH:7]1[CH2:8][CH2:9][CH2:10][O:11]1)=[O:4]. (9) The product is: [C:1]([O:5][C@@H:6]([C:10]1[C:19]([CH3:20])=[CH:18][C:17]2[C:12](=[CH:13][CH:14]=[C:15]([C:36]3[CH:35]=[N:34][CH:39]=[CH:38][CH:37]=3)[CH:16]=2)[C:11]=1[C:27]1[CH:32]=[CH:31][C:30]([Cl:33])=[CH:29][CH:28]=1)[C:7]([OH:9])=[O:8])([CH3:3])([CH3:4])[CH3:2]. Given the reactants [C:1]([O:5][C@@H:6]([C:10]1[C:19]([CH3:20])=[CH:18][C:17]2[C:12](=[CH:13][CH:14]=[C:15](C3C=CN=CC=3)[CH:16]=2)[C:11]=1[C:27]1[CH:32]=[CH:31][C:30]([Cl:33])=[CH:29][CH:28]=1)[C:7]([OH:9])=[O:8])([CH3:4])([CH3:3])[CH3:2].[N:34]1[CH:39]=[CH:38][C:37](B(O)O)=[CH:36][CH:35]=1, predict the reaction product.